Dataset: Catalyst prediction with 721,799 reactions and 888 catalyst types from USPTO. Task: Predict which catalyst facilitates the given reaction. (1) Reactant: Br[C:2]1[CH:3]=[CH:4][C:5]([N:8]([C:10]([O:12][C:13]([CH3:16])([CH3:15])[CH3:14])=[O:11])[CH3:9])=[N:6][CH:7]=1.[CH:17]([Sn](CCCC)(CCCC)CCCC)=[CH2:18]. Product: [C:13]([O:12][C:10]([N:8]([C:5]1[CH:4]=[CH:3][C:2]([CH:17]=[CH2:18])=[CH:7][N:6]=1)[CH3:9])=[O:11])([CH3:16])([CH3:15])[CH3:14]. The catalyst class is: 109. (2) Product: [C:1]([N:5]1[C:9]([C:10]2[CH:15]=[CH:14][C:13]([O:16][CH3:17])=[CH:12][CH:11]=2)=[C:8]([C:18]2[S:20][CH:22]=[C:23]([CH2:24][C:25]([O:27][CH2:28][CH3:29])=[O:26])[N:19]=2)[CH:7]=[N:6]1)([CH3:4])([CH3:2])[CH3:3]. Reactant: [C:1]([N:5]1[C:9]([C:10]2[CH:15]=[CH:14][C:13]([O:16][CH3:17])=[CH:12][CH:11]=2)=[C:8]([C:18](=[S:20])[NH2:19])[CH:7]=[N:6]1)([CH3:4])([CH3:3])[CH3:2].Cl[CH2:22][C:23](=O)[CH2:24][C:25]([O:27][CH2:28][CH3:29])=[O:26]. The catalyst class is: 8. (3) Reactant: C(O[C:4](=O)[C:5]([O:7]CC)=[O:6])C.[O-]CC.[K+].[N+:15]([C:18]1[CH:23]=[CH:22][CH:21]=[C:20]([CH3:24])[C:19]=1C)([O-:17])=[O:16]. Product: [CH3:24][C:20]1[CH:21]=[CH:22][CH:23]=[C:18]([N+:15]([O-:17])=[O:16])[C:19]=1[CH2:4][C:5]([OH:7])=[O:6]. The catalyst class is: 27. (4) Reactant: [CH2:1]([O:3][C:4](=[O:43])[CH2:5][CH2:6][CH2:7][O:8][C:9]1[CH:14]=[CH:13][CH:12]=[C:11]([CH2:15][CH2:16][CH2:17][CH2:18][CH2:19][CH2:20][O:21][C:22]2[CH:27]=[C:26]([O:28][CH2:29][CH:30]3[CH2:34][CH2:33][CH2:32][CH2:31]3)[CH:25]=[C:24](Br)[CH:23]=2)[C:10]=1[CH2:36][CH2:37][C:38]([O:40][CH2:41][CH3:42])=[O:39])[CH3:2].[S:44]1[CH:48]=[CH:47][C:46](B(O)O)=[CH:45]1.C(=O)([O-])[O-].[Cs+].[Cs+]. Product: [CH2:1]([O:3][C:4](=[O:43])[CH2:5][CH2:6][CH2:7][O:8][C:9]1[CH:14]=[CH:13][CH:12]=[C:11]([CH2:15][CH2:16][CH2:17][CH2:18][CH2:19][CH2:20][O:21][C:22]2[CH:23]=[C:24]([C:46]3[CH:47]=[CH:48][S:44][CH:45]=3)[CH:25]=[C:26]([O:28][CH2:29][CH:30]3[CH2:34][CH2:33][CH2:32][CH2:31]3)[CH:27]=2)[C:10]=1[CH2:36][CH2:37][C:38]([O:40][CH2:41][CH3:42])=[O:39])[CH3:2]. The catalyst class is: 140. (5) Product: [F:1][CH2:2][CH:3]=[CH:23][C:18]([O:20][CH2:21][CH3:22])=[O:19]. The catalyst class is: 2. Reactant: [F:1][CH2:2][C:3](OCC)=O.[H-].C([Al+]CC(C)C)C(C)C.[C:18]([CH:23]=P(C1C=CC=CC=1)(C1C=CC=CC=1)C1C=CC=CC=1)([O:20][CH2:21][CH3:22])=[O:19]. (6) Reactant: [CH:1]([C@@H:4]1[CH2:9][CH2:8][C@@H:7]([CH3:10])[CH2:6][C@H:5]1[CH:11]([OH:21])[CH2:12][CH2:13][CH2:14][C:15]1[CH:20]=[CH:19][CH:18]=[CH:17][N:16]=1)([CH3:3])[CH3:2].[Cr](O[Cr]([O-])(=O)=O)([O-])(=O)=O.[NH+]1C=CC=CC=1.[NH+]1C=CC=CC=1. Product: [CH:1]([C@@H:4]1[CH2:9][CH2:8][C@@H:7]([CH3:10])[CH2:6][C@H:5]1[C:11](=[O:21])[CH2:12][CH2:13][CH2:14][C:15]1[CH:20]=[CH:19][CH:18]=[CH:17][N:16]=1)([CH3:2])[CH3:3]. The catalyst class is: 2.